This data is from Peptide-MHC class I binding affinity with 185,985 pairs from IEDB/IMGT. The task is: Regression. Given a peptide amino acid sequence and an MHC pseudo amino acid sequence, predict their binding affinity value. This is MHC class I binding data. (1) The peptide sequence is KYKPVYSYV. The MHC is H-2-Dd with pseudo-sequence H-2-Dd. The binding affinity (normalized) is 0. (2) The peptide sequence is SIENKHQRRL. The MHC is HLA-A68:02 with pseudo-sequence HLA-A68:02. The binding affinity (normalized) is 0. (3) The peptide sequence is VLTGNLQTL. The MHC is HLA-A31:01 with pseudo-sequence HLA-A31:01. The binding affinity (normalized) is 0.0847. (4) The peptide sequence is FLKEEGGL. The MHC is HLA-A26:01 with pseudo-sequence HLA-A26:01. The binding affinity (normalized) is 0.